This data is from Full USPTO retrosynthesis dataset with 1.9M reactions from patents (1976-2016). The task is: Predict the reactants needed to synthesize the given product. Given the product [CH3:19][C:16]1[CH:17]=[CH:18][C:13]([NH:12][C:2]2[CH:7]=[CH:6][CH:5]=[CH:4][C:3]=2[CH2:8][C:9]([OH:11])=[O:10])=[CH:14][CH:15]=1, predict the reactants needed to synthesize it. The reactants are: Br[C:2]1[CH:7]=[CH:6][CH:5]=[CH:4][C:3]=1[CH2:8][C:9]([OH:11])=[O:10].[NH2:12][C:13]1[CH:18]=[CH:17][C:16]([CH3:19])=[CH:15][CH:14]=1.